This data is from Full USPTO retrosynthesis dataset with 1.9M reactions from patents (1976-2016). The task is: Predict the reactants needed to synthesize the given product. (1) Given the product [CH3:23][N:21]([CH3:22])[C:11]1[C:12]2[CH2:13][CH2:14][C:15]([CH3:20])([CH3:19])[CH2:16][C:17]=2[C:18]2[C:6]3[C:7](=[C:2]([NH:32][CH2:31][CH2:30][N:24]4[CH2:29][CH2:28][O:27][CH2:26][CH2:25]4)[N:3]=[CH:4][N:5]=3)[S:8][C:9]=2[N:10]=1, predict the reactants needed to synthesize it. The reactants are: Cl[C:2]1[C:7]2[S:8][C:9]3[N:10]=[C:11]([N:21]([CH3:23])[CH3:22])[C:12]4[CH2:13][CH2:14][C:15]([CH3:20])([CH3:19])[CH2:16][C:17]=4[C:18]=3[C:6]=2[N:5]=[CH:4][N:3]=1.[N:24]1([CH2:30][CH2:31][NH2:32])[CH2:29][CH2:28][O:27][CH2:26][CH2:25]1. (2) Given the product [NH2:15][C:14]1[CH:16]=[CH:17][C:11]([C:10]2[C:3]3[C:2]([NH2:25])=[N:7][CH:6]=[N:5][C:4]=3[N:8]([CH:20]3[CH2:24][CH2:23][CH2:22][CH2:21]3)[CH:9]=2)=[CH:12][C:13]=1[O:18][CH3:19], predict the reactants needed to synthesize it. The reactants are: Cl[C:2]1[C:3]2[C:10]([C:11]3[CH:17]=[CH:16][C:14]([NH2:15])=[C:13]([O:18][CH3:19])[CH:12]=3)=[CH:9][N:8]([CH:20]3[CH2:24][CH2:23][CH2:22][CH2:21]3)[C:4]=2[N:5]=[CH:6][N:7]=1.[NH3:25]. (3) Given the product [C:1]([C:3]([C:4](=[O:5])[N:6]([CH:17]([CH3:19])[CH3:18])[C:7]1[CH:16]=[CH:15][C:10]2[N:11]=[C:12]([SH:14])[S:13][C:9]=2[CH:8]=1)=[CH:20][C:22]1[CH:30]=[CH:29][C:25]([C:26]([OH:28])=[O:27])=[CH:24][CH:23]=1)#[N:2], predict the reactants needed to synthesize it. The reactants are: [C:1]([CH2:3][C:4]([N:6]([CH:17]([CH3:19])[CH3:18])[C:7]1[CH:16]=[CH:15][C:10]2[N:11]=[C:12]([SH:14])[S:13][C:9]=2[CH:8]=1)=[O:5])#[N:2].[CH:20]([C:22]1[CH:30]=[CH:29][C:25]([C:26]([OH:28])=[O:27])=[CH:24][CH:23]=1)=O.N1CCCCC1. (4) Given the product [Br:16][C:17]1[CH:22]=[CH:21][C:20]([CH:5]([OH:6])[CH2:4][CH2:3][C:2]([F:9])([F:8])[F:1])=[CH:19][CH:18]=1, predict the reactants needed to synthesize it. The reactants are: [F:1][C:2]([F:9])([F:8])[CH2:3][CH2:4][C:5](O)=[O:6].C(Cl)(=O)C(Cl)=O.[Br:16][C:17]1[CH:22]=[CH:21][CH:20]=[CH:19][CH:18]=1.[Cl-].[Al+3].[Cl-].[Cl-]. (5) Given the product [CH3:1][O:2][C:3]1[N:8]=[CH:7][C:6]([C:9]2[N:17]3[C:12]([CH:13]=[N:14][C:15]([NH:26][C:27]4[CH:28]=[CH:29][C:30]([CH:33]5[N:38]([CH3:39])[CH2:37][CH2:36][N:35]([CH3:40])[C:34]5=[O:41])=[CH:31][CH:32]=4)=[N:16]3)=[CH:11][CH:10]=2)=[CH:5][CH:4]=1, predict the reactants needed to synthesize it. The reactants are: [CH3:1][O:2][C:3]1[N:8]=[CH:7][C:6]([C:9]2[N:17]3[C:12]([CH:13]=[N:14][C:15](OS(C(F)(F)F)(=O)=O)=[N:16]3)=[CH:11][CH:10]=2)=[CH:5][CH:4]=1.[NH2:26][C:27]1[CH:32]=[CH:31][C:30]([CH:33]2[N:38]([CH3:39])[CH2:37][CH2:36][N:35]([CH3:40])[C:34]2=[O:41])=[CH:29][CH:28]=1. (6) Given the product [CH3:13][N:14]1[CH2:15][CH2:16][N:17]([C:20]2[CH:25]=[C:24]([C:26]3[CH:35]=[C:34]4[C:29]([CH2:30][CH2:31][N:32]([C:9](=[O:10])[CH2:8][CH2:7][C:4]5[CH:5]=[CH:6][CH:1]=[CH:2][CH:3]=5)[CH2:33]4)=[CH:28][CH:27]=3)[N:23]=[C:22]([NH2:36])[N:21]=2)[CH2:18][CH2:19]1, predict the reactants needed to synthesize it. The reactants are: [CH:1]1[CH:6]=[CH:5][C:4]([CH2:7][CH2:8][C:9](Cl)=[O:10])=[CH:3][CH:2]=1.Cl.[CH3:13][N:14]1[CH2:19][CH2:18][N:17]([C:20]2[CH:25]=[C:24]([C:26]3[CH:35]=[C:34]4[C:29]([CH2:30][CH2:31][NH:32][CH2:33]4)=[CH:28][CH:27]=3)[N:23]=[C:22]([NH2:36])[N:21]=2)[CH2:16][CH2:15]1. (7) Given the product [F:8][C:6]1[CH:5]=[C:4]([CH2:9][C:10]([NH:12][C@H:13]([C:15]([NH:18][CH:19]2[C:28]3[C:23](=[CH:24][CH:25]=[CH:26][CH:27]=3)[CH:22]([C:29]3[CH:34]=[CH:33][CH:32]=[CH:31][N:30]=3)[NH:21][C:20]2=[O:35])=[O:17])[CH3:14])=[O:11])[CH:3]=[C:2]([F:1])[CH:7]=1, predict the reactants needed to synthesize it. The reactants are: [F:1][C:2]1[CH:3]=[C:4]([CH2:9][C:10]([NH:12][C@H:13]([C:15]([OH:17])=O)[CH3:14])=[O:11])[CH:5]=[C:6]([F:8])[CH:7]=1.[NH2:18][CH:19]1[C:28]2[C:23](=[CH:24][CH:25]=[CH:26][CH:27]=2)[CH:22]([C:29]2[CH:34]=[CH:33][CH:32]=[CH:31][N:30]=2)[NH:21][C:20]1=[O:35]. (8) Given the product [CH2:18]([N:20]([CH:28]([C:30]1[CH:31]=[CH:32][CH:33]=[CH:34][C:35]=1[C:2]1[C:3]2[C:4]3[CH:17]=[CH:16][S:15][C:5]=3[C:6](=[O:14])[NH:7][C:8]=2[CH:9]=[CH:10][C:11]=1[O:12][CH3:13])[CH3:29])[C:21](=[O:27])[O:22][C:23]([CH3:24])([CH3:25])[CH3:26])[CH3:19], predict the reactants needed to synthesize it. The reactants are: Br[C:2]1[C:3]2[C:4]3[CH:17]=[CH:16][S:15][C:5]=3[C:6](=[O:14])[NH:7][C:8]=2[CH:9]=[CH:10][C:11]=1[O:12][CH3:13].[CH2:18]([N:20]([CH:28]([C:30]1[CH:35]=[CH:34][C:33](B2OC(C)(C)C(C)(C)O2)=[CH:32][CH:31]=1)[CH3:29])[C:21](=[O:27])[O:22][C:23]([CH3:26])([CH3:25])[CH3:24])[CH3:19]. (9) Given the product [C:15]([O:17][CH2:2][C:3]([C:5]1[CH:10]=[CH:9][CH:8]=[C:7]([N+:11]([O-:13])=[O:12])[CH:6]=1)=[O:4])(=[O:16])[CH3:14], predict the reactants needed to synthesize it. The reactants are: Br[CH2:2][C:3]([C:5]1[CH:10]=[CH:9][CH:8]=[C:7]([N+:11]([O-:13])=[O:12])[CH:6]=1)=[O:4].[CH3:14][C:15]([O-:17])=[O:16].[Na+].O. (10) Given the product [OH:17][CH2:1][C:2]1[C:3]([N:8]([CH3:10])[CH3:9])=[N:4][CH:5]=[CH:6][CH:7]=1, predict the reactants needed to synthesize it. The reactants are: [CH3:1][C:2]1[C:3]([N:8]([CH3:10])[CH3:9])=[N:4][CH:5]=[CH:6][CH:7]=1.C([Li])CCC.B(OC)(OC)[O:17]C.OO.